This data is from Forward reaction prediction with 1.9M reactions from USPTO patents (1976-2016). The task is: Predict the product of the given reaction. (1) Given the reactants [Cl:1][C:2]1[CH:9]=[C:8]([N:10]([CH2:16][C:17]2[CH:22]=[CH:21][CH:20]=[CH:19][C:18]=2[Cl:23])[C@H:11]2[CH2:15][CH2:14][NH:13][CH2:12]2)[CH:7]=[CH:6][C:3]=1[C:4]#[N:5].[CH3:24][N:25]1[CH:29]=[CH:28][N:27]=[C:26]1[CH:30]=O.[C-]#N.[K+].[BH4-].[Na+], predict the reaction product. The product is: [Cl:1][C:2]1[CH:9]=[C:8]([N:10]([CH2:16][C:17]2[CH:22]=[CH:21][CH:20]=[CH:19][C:18]=2[Cl:23])[C@H:11]2[CH2:15][CH2:14][N:13]([CH2:30][C:26]3[N:25]([CH3:24])[CH:29]=[CH:28][N:27]=3)[CH2:12]2)[CH:7]=[CH:6][C:3]=1[C:4]#[N:5]. (2) Given the reactants [OH:1][C:2]1[CH:7]=[CH:6][C:5]([C@@H:8]([C:15]#[C:16][CH3:17])[CH2:9][C:10]([O:12][CH2:13][CH3:14])=[O:11])=[CH:4][CH:3]=1.C(=O)([O-])[O-].[K+].[K+].Br[CH2:25][C:26]1[CH:46]=[CH:45][C:29]([CH2:30][N:31]2[CH2:36][CH2:35][C:34]3([C:44]4[C:39](=[CH:40][CH:41]=[CH:42][CH:43]=4)[CH:38]=[CH:37]3)[CH2:33][CH2:32]2)=[CH:28][CH:27]=1, predict the reaction product. The product is: [N:31]1([CH2:30][C:29]2[CH:45]=[CH:46][C:26]([CH2:25][O:1][C:2]3[CH:3]=[CH:4][C:5]([C@@H:8]([C:15]#[C:16][CH3:17])[CH2:9][C:10]([O:12][CH2:13][CH3:14])=[O:11])=[CH:6][CH:7]=3)=[CH:27][CH:28]=2)[CH2:36][CH2:35][C:34]2([C:44]3[C:39](=[CH:40][CH:41]=[CH:42][CH:43]=3)[CH:38]=[CH:37]2)[CH2:33][CH2:32]1. (3) Given the reactants [CH3:1][O:2][C:3]1[CH:8]=[CH:7][C:6]([OH:9])=[CH:5][CH:4]=1.Cl[C:11]1[C:16]([CH3:17])=[CH:15][C:14]([N+:18]([O-:20])=[O:19])=[CH:13][C:12]=1[CH3:21].C(=O)([O-])[O-].[K+].[K+], predict the reaction product. The product is: [CH3:1][O:2][C:3]1[CH:8]=[CH:7][C:6]([O:9][C:11]2[C:12]([CH3:21])=[CH:13][C:14]([N+:18]([O-:20])=[O:19])=[CH:15][C:16]=2[CH3:17])=[CH:5][CH:4]=1. (4) The product is: [CH:21]1([CH2:27][N:10]([CH2:11][CH2:12][NH:13][C:14](=[O:20])[O:15][C:16]([CH3:17])([CH3:19])[CH3:18])[S:7]([C:2]2[CH:3]=[CH:4][CH:5]=[CH:6][N:1]=2)(=[O:9])=[O:8])[CH2:26][CH2:25][CH2:24][CH2:23][CH2:22]1. Given the reactants [N:1]1[CH:6]=[CH:5][CH:4]=[CH:3][C:2]=1[S:7]([NH:10][CH2:11][CH2:12][NH:13][C:14](=[O:20])[O:15][C:16]([CH3:19])([CH3:18])[CH3:17])(=[O:9])=[O:8].[CH:21]1([CH2:27]Br)[CH2:26][CH2:25][CH2:24][CH2:23][CH2:22]1.C([O-])([O-])=O.[Cs+].[Cs+].[Cl-], predict the reaction product.